Dataset: Full USPTO retrosynthesis dataset with 1.9M reactions from patents (1976-2016). Task: Predict the reactants needed to synthesize the given product. (1) Given the product [CH3:1][C:2]1[C:3]([CH2:16][C:17]2[O:21][C:20]([C:22]([Cl:27])=[O:24])=[CH:19][CH:18]=2)=[CH:4][C:5]2[C:6]([CH3:15])([CH3:14])[CH2:7][CH2:8][C:9]([CH3:13])([CH3:12])[C:10]=2[CH:11]=1, predict the reactants needed to synthesize it. The reactants are: [CH3:1][C:2]1[C:3]([CH2:16][C:17]2[O:21][C:20]([C:22]([OH:24])=O)=[CH:19][CH:18]=2)=[CH:4][C:5]2[C:6]([CH3:15])([CH3:14])[CH2:7][CH2:8][C:9]([CH3:13])([CH3:12])[C:10]=2[CH:11]=1.S(Cl)([Cl:27])=O. (2) Given the product [ClH:17].[Cl:18][C:13]1[CH:12]=[C:11]([CH:10]2[O:9][CH2:8][CH2:7][NH:6][CH2:5][CH:4]2[CH2:3][C:2]([NH2:1])=[O:26])[CH:16]=[CH:15][C:14]=1[Cl:17], predict the reactants needed to synthesize it. The reactants are: [NH2:1][C:2](=[O:26])[CH2:3][CH:4]1[CH:10]([C:11]2[CH:16]=[CH:15][C:14]([Cl:17])=[C:13]([Cl:18])[CH:12]=2)[O:9][CH2:8][CH2:7][N:6](C(OC(C)(C)C)=O)[CH2:5]1.Cl.C(O)C.C(=O)([O-])O.[Na+]. (3) Given the product [F:35][C:32]([F:33])([F:34])[C:29]1[CH:30]=[C:31]2[C:26](=[CH:27][CH:28]=1)[N:25]=[CH:24][N:23]=[C:22]2[NH:21][CH2:20][C:19]([NH:18][CH:16]1[CH2:17][N:14]([CH:2]2[CH2:7][CH2:6][CH:5]([CH2:8][C:9]([O:11][CH2:12][CH3:13])=[O:10])[CH2:4][CH2:3]2)[CH2:15]1)=[O:36], predict the reactants needed to synthesize it. The reactants are: O=[C:2]1[CH2:7][CH2:6][CH:5]([CH2:8][C:9]([O:11][CH2:12][CH3:13])=[O:10])[CH2:4][CH2:3]1.[NH:14]1[CH2:17][CH:16]([NH:18][C:19](=[O:36])[CH2:20][NH:21][C:22]2[C:31]3[C:26](=[CH:27][CH:28]=[C:29]([C:32]([F:35])([F:34])[F:33])[CH:30]=3)[N:25]=[CH:24][N:23]=2)[CH2:15]1.[BH-](OC(C)=O)(OC(C)=O)OC(C)=O.[Na+]. (4) Given the product [CH2:35]([O:34][C:32]([CH2:31][C:28]1[CH:27]=[CH:26][C:25]([NH:24]/[C:13](=[C:6]2\[C:5](=[O:23])[NH:4][C:12]3[C:7]\2=[CH:8][CH:9]=[CH:10][CH:11]=3)/[C:14]2[CH:15]=[CH:16][CH:17]=[CH:18][CH:19]=2)=[CH:30][CH:29]=1)=[O:33])[CH3:36], predict the reactants needed to synthesize it. The reactants are: C([N:4]1[C:12]2[C:7](=[CH:8][CH:9]=[CH:10][CH:11]=2)[C:6](=[C:13](OCC)[C:14]2[CH:19]=[CH:18][CH:17]=[CH:16][CH:15]=2)[C:5]1=[O:23])(=O)C.[NH2:24][C:25]1[CH:30]=[CH:29][C:28]([CH2:31][C:32]([O:34][CH2:35][CH3:36])=[O:33])=[CH:27][CH:26]=1.N1CCCCC1. (5) Given the product [Br:1][C:2]1[N:6]2[C:7]3[C:12]([CH2:13][CH2:14][C:5]2=[C:4]([C:21]([O:23][CH2:24][CH3:25])=[O:22])[N:3]=1)=[CH:11][C:10]([O:15][CH3:16])=[C:9]([OH:17])[CH:8]=3, predict the reactants needed to synthesize it. The reactants are: [Br:1][C:2]1[N:6]2[C:7]3[C:12]([CH2:13][CH2:14][C:5]2=[C:4]([C:21]([O:23][CH2:24][CH3:25])=[O:22])[N:3]=1)=[CH:11][C:10]([O:15][CH3:16])=[C:9]([O:17]C(C)C)[CH:8]=3.B(Cl)(Cl)Cl.